Dataset: Peptide-MHC class II binding affinity with 134,281 pairs from IEDB. Task: Regression. Given a peptide amino acid sequence and an MHC pseudo amino acid sequence, predict their binding affinity value. This is MHC class II binding data. (1) The binding affinity (normalized) is 0. The peptide sequence is SRRSRRAIDLPTHEN. The MHC is DRB1_0301 with pseudo-sequence DRB1_0301. (2) The peptide sequence is GTLHDKKSMGDDHFW. The MHC is DRB1_0301 with pseudo-sequence DRB1_0301. The binding affinity (normalized) is 0.0318. (3) The MHC is DRB1_1201 with pseudo-sequence DRB1_1201. The peptide sequence is EGHHLASAAILGHDG. The binding affinity (normalized) is 0.393. (4) The binding affinity (normalized) is 0.443. The peptide sequence is NNKYAASSYLSLTPE. The MHC is HLA-DQA10101-DQB10501 with pseudo-sequence HLA-DQA10101-DQB10501.